Dataset: Full USPTO retrosynthesis dataset with 1.9M reactions from patents (1976-2016). Task: Predict the reactants needed to synthesize the given product. (1) Given the product [CH2:12]=[C:11]([C:2]1[CH:3]=[C:4]([C:8](=[O:10])[CH3:9])[CH:5]=[N:6][CH:7]=1)[CH3:13], predict the reactants needed to synthesize it. The reactants are: Br[C:2]1[CH:3]=[C:4]([C:8](=[O:10])[CH3:9])[CH:5]=[N:6][CH:7]=1.[C:11]([B-](F)(F)F)([CH3:13])=[CH2:12].[K+].CCN(CC)CC.C(Cl)Cl. (2) Given the product [C:1]([NH:5][C:6](=[O:7])[C:8]([OH:23])([CH3:22])[CH2:17][CH2:16][C:15]1[C:10](=[O:9])[C:11]([CH3:21])=[C:12]([CH3:20])[C:13](=[O:19])[C:14]=1[CH3:18])([CH3:4])([CH3:3])[CH3:2], predict the reactants needed to synthesize it. The reactants are: [C:1]([NH:5][C:6]([C:8]1([CH3:22])[CH2:17][CH2:16][C:15]2[C:10](=[C:11]([CH3:21])[C:12]([CH3:20])=[C:13]([OH:19])[C:14]=2[CH3:18])[O:9]1)=[O:7])([CH3:4])([CH3:3])[CH3:2].[O:23]=[N+]([O-])[O-].[O-][N+](=O)[O-].[O-][N+](=O)[O-].[O-][N+](=O)[O-].[O-][N+](=O)[O-].[O-][N+](=O)[O-].[Ce+4].[NH4+].[NH4+]. (3) Given the product [Cl:9][C:10]1[CH:15]=[C:14]([NH:16][C:17]2[C:26]3[C:21](=[CH:22][CH:23]=[CH:24][C:25]=3[O:27][CH2:28][C@H:29]3[CH2:33][CH2:32][CH2:31][N:30]3[C:34](=[O:39])[CH2:35][N:36]([CH3:37])[CH3:38])[N:20]=[CH:19][N:18]=2)[CH:13]=[CH:12][C:11]=1[O:8][CH2:7][C:2]1[CH:3]=[N:4][CH:5]=[CH:6][N:1]=1, predict the reactants needed to synthesize it. The reactants are: [N:1]1[CH:6]=[CH:5][N:4]=[CH:3][C:2]=1[CH2:7][OH:8].[Cl:9][C:10]1[CH:15]=[C:14]([NH:16][C:17]2[C:26]3[C:21](=[CH:22][CH:23]=[CH:24][C:25]=3[O:27][CH2:28][C@H:29]3[CH2:33][CH2:32][CH2:31][N:30]3[C:34](=[O:39])[CH2:35][N:36]([CH3:38])[CH3:37])[N:20]=[CH:19][N:18]=2)[CH:13]=[CH:12][C:11]=1O. (4) Given the product [CH2:6]([O:13][C:14]1[CH:19]=[C:18]([Cl:4])[CH:17]=[CH:16][C:15]=1[OH:20])[C:7]1[CH:8]=[CH:9][CH:10]=[CH:11][CH:12]=1, predict the reactants needed to synthesize it. The reactants are: S(Cl)([Cl:4])(=O)=O.[CH2:6]([O:13][C:14]1[CH:19]=[CH:18][CH:17]=[CH:16][C:15]=1[OH:20])[C:7]1[CH:12]=[CH:11][CH:10]=[CH:9][CH:8]=1. (5) Given the product [C:1]1([C:7]2[CH:42]=[CH:41][C:10]([C:11]([O:13][C@@H:14]3[CH2:22][C@@H:17]4[O:18][C:19](=[O:21])[CH2:20][C@@H:16]4[C@H:15]3[CH2:23][CH2:24][C@@H:25]([O:34][CH:35]3[CH2:40][CH2:39][CH2:38][CH2:37][O:36]3)[CH2:26][CH2:27][C:28]3[CH:33]=[CH:32][CH:31]=[CH:30][CH:29]=3)=[O:12])=[CH:9][CH:8]=2)[CH:2]=[CH:3][CH:4]=[CH:5][CH:6]=1, predict the reactants needed to synthesize it. The reactants are: [C:1]1([C:7]2[CH:42]=[CH:41][C:10]([C:11]([O:13][C@@H:14]3[CH2:22][C@@H:17]4[O:18][C:19](=[O:21])[CH2:20][C@@H:16]4[C@H:15]3/[CH:23]=[CH:24]/[C@@H:25]([O:34][CH:35]3[CH2:40][CH2:39][CH2:38][CH2:37][O:36]3)[CH2:26][CH2:27][C:28]3[CH:33]=[CH:32][CH:31]=[CH:30][CH:29]=3)=[O:12])=[CH:9][CH:8]=2)[CH:6]=[CH:5][CH:4]=[CH:3][CH:2]=1.C(OCC)(=O)C.